Dataset: Full USPTO retrosynthesis dataset with 1.9M reactions from patents (1976-2016). Task: Predict the reactants needed to synthesize the given product. (1) Given the product [O:34]=[C:5]1[C:4](=[O:3])[C:12]2[C:7](=[CH:8][CH:9]=[C:10]([S:13][CH2:14][CH2:15][C:16]3[CH:25]=[CH:24][C:19]([C:20]([O:22][CH3:23])=[O:21])=[CH:18][CH:17]=3)[CH:11]=2)[N:6]1[CH2:26][CH2:27][C:28]1[CH:29]=[CH:30][CH:31]=[CH:32][CH:33]=1, predict the reactants needed to synthesize it. The reactants are: Cl.C[O:3][C:4]1(OC)[C:12]2[C:7](=[CH:8][CH:9]=[C:10]([S:13][CH2:14][CH2:15][C:16]3[CH:25]=[CH:24][C:19]([C:20]([O:22][CH3:23])=[O:21])=[CH:18][CH:17]=3)[CH:11]=2)[N:6]([CH2:26][CH2:27][C:28]2[CH:33]=[CH:32][CH:31]=[CH:30][CH:29]=2)[C:5]1=[O:34]. (2) Given the product [CH3:3][N:8]1[CH2:9][C@@H:10]2[CH2:13][C@@:7]1([C:14]1[NH:18][C:17]3[CH:19]=[CH:20][CH:21]=[C:22]([C:23]([NH2:25])=[O:24])[C:16]=3[N:15]=1)[CH2:12][CH2:11]2, predict the reactants needed to synthesize it. The reactants are: C=O.[C:3]([BH3-])#N.[Na+].[C@:7]12([C:14]3[NH:18][C:17]4[CH:19]=[CH:20][CH:21]=[C:22]([C:23]([NH2:25])=[O:24])[C:16]=4[N:15]=3)[CH2:13][C@H:10]([CH2:11][CH2:12]1)[CH2:9][NH:8]2. (3) Given the product [Br:23][C:24]1[CH:33]=[C:32]2[C:31](=[CH:26][CH:25]=1)[N:30]=[CH:29][C:28]([C:34]([CH:36]1[CH2:38][CH2:37]1)=[O:35])=[C:15]2[NH:14][C@H:11]1[CH2:10][CH2:9][C@H:8]([CH2:7][N:4]2[CH2:5][CH2:6][C@@H:2]([F:1])[CH2:3]2)[CH2:13][CH2:12]1, predict the reactants needed to synthesize it. The reactants are: [F:1][C@@H:2]1[CH2:6][CH2:5][N:4]([CH2:7][C@H:8]2[CH2:13][CH2:12][C@H:11]([NH:14][C:15](=O)OC(C)(C)C)[CH2:10][CH2:9]2)[CH2:3]1.Cl.[Br:23][C:24]1[CH:25]=[C:26]2[C:31](=[CH:32][CH:33]=1)[N:30]=[CH:29][C:28]([C:34]([CH:36]1[CH2:38][CH2:37]1)=[O:35])=C2Cl.C([O-])([O-])=O.[K+].[K+].C(N(CC)C(C)C)(C)C. (4) The reactants are: [CH2:1]1[CH:5]2[C@@H:6]3[CH:10]=[CH:9][C@H:8]([CH:4]2[CH:3]=[CH:2]1)[CH2:7]3. Given the product [CH2:1]1[CH:5]2[CH:6]3[CH:10]=[CH:9][CH:8]([CH:4]2[CH:3]=[CH:2]1)[CH2:7]3, predict the reactants needed to synthesize it. (5) The reactants are: ClC1C=CC=CC=1C(NC1C=CC(C2SC(CCNS(C(F)(F)F)(=O)=O)=NC=2)=CC=1)=O.[NH2:32][C:33]1[CH:38]=[CH:37][C:36]([C:39]2[S:43][C:42]([CH2:44][NH:45][S:46]([C:49]([F:52])([F:51])[F:50])(=[O:48])=[O:47])=[N:41][CH:40]=2)=[CH:35][CH:34]=1.[F:53][C:54]([F:65])([F:64])[C:55]1[CH:63]=[CH:62][C:58]([C:59](Cl)=[O:60])=[CH:57][CH:56]=1. Given the product [F:53][C:54]([F:64])([F:65])[C:55]1[CH:63]=[CH:62][C:58]([C:59]([NH:32][C:33]2[CH:34]=[CH:35][C:36]([C:39]3[S:43][C:42]([CH2:44][NH:45][S:46]([C:49]([F:50])([F:51])[F:52])(=[O:48])=[O:47])=[N:41][CH:40]=3)=[CH:37][CH:38]=2)=[O:60])=[CH:57][CH:56]=1, predict the reactants needed to synthesize it. (6) Given the product [CH3:1][C:2]1[CH:14]=[C:13]([C:15](=[O:28])[CH2:16][CH2:17][C:18]2[S:19][C:20]3[CH:27]=[CH:26][CH:25]=[CH:24][C:21]=3[C:22]=2[CH3:23])[CH:12]=[CH:11][C:3]=1[O:4][CH2:5][C:6]([OH:8])=[O:7], predict the reactants needed to synthesize it. The reactants are: [CH3:1][C:2]1[CH:14]=[C:13]([C:15](=[O:28])[CH2:16][CH2:17][C:18]2[S:19][C:20]3[CH:27]=[CH:26][CH:25]=[CH:24][C:21]=3[C:22]=2[CH3:23])[CH:12]=[CH:11][C:3]=1[O:4][CH2:5][C:6]([O:8]CC)=[O:7].O.O.[OH-].[Li+].Cl. (7) Given the product [NH2:22][C@H:19]([C:9]1[N:8]([C:3]2[CH:4]=[CH:5][CH:6]=[CH:7][C:2]=2[F:1])[C:17](=[O:18])[C:16]2[C:11](=[CH:12][CH:13]=[CH:14][CH:15]=2)[N:10]=1)[CH2:20][CH3:21], predict the reactants needed to synthesize it. The reactants are: [F:1][C:2]1[CH:7]=[CH:6][CH:5]=[CH:4][C:3]=1[N:8]1[C:17](=[O:18])[C:16]2[C:11](=[CH:12][CH:13]=[CH:14][CH:15]=2)[N:10]=[C:9]1[C@@H:19]([NH:22]C(=O)OC(C)(C)C)[CH2:20][CH3:21].Cl. (8) Given the product [Br:1][C:2]1[CH:13]=[CH:12][C:5]2[CH:6]([CH3:11])[NH:7][CH2:8][CH2:9][O:10][C:4]=2[CH:3]=1, predict the reactants needed to synthesize it. The reactants are: [Br:1][C:2]1[CH:13]=[CH:12][C:5]2[C:6]([CH3:11])=[N:7][CH2:8][CH2:9][O:10][C:4]=2[CH:3]=1.CC([O-])=O.[Na+].